From a dataset of NCI-60 drug combinations with 297,098 pairs across 59 cell lines. Regression. Given two drug SMILES strings and cell line genomic features, predict the synergy score measuring deviation from expected non-interaction effect. Drug 1: CC1CCCC2(C(O2)CC(NC(=O)CC(C(C(=O)C(C1O)C)(C)C)O)C(=CC3=CSC(=N3)C)C)C. Drug 2: CC12CCC3C(C1CCC2OP(=O)(O)O)CCC4=C3C=CC(=C4)OC(=O)N(CCCl)CCCl.[Na+]. Cell line: MALME-3M. Synergy scores: CSS=21.4, Synergy_ZIP=-6.02, Synergy_Bliss=-9.80, Synergy_Loewe=-11.4, Synergy_HSA=-11.4.